This data is from Peptide-MHC class I binding affinity with 185,985 pairs from IEDB/IMGT. The task is: Regression. Given a peptide amino acid sequence and an MHC pseudo amino acid sequence, predict their binding affinity value. This is MHC class I binding data. (1) The peptide sequence is RVMANNVKK. The MHC is HLA-A33:01 with pseudo-sequence HLA-A33:01. The binding affinity (normalized) is 0. (2) The peptide sequence is FPHTELANL. The MHC is HLA-A24:02 with pseudo-sequence HLA-A24:02. The binding affinity (normalized) is 0.0847. (3) The peptide sequence is ETIDTIIDQ. The MHC is HLA-A26:02 with pseudo-sequence HLA-A26:02. The binding affinity (normalized) is 0.501. (4) The peptide sequence is GDNEIEYGF. The MHC is HLA-B44:02 with pseudo-sequence HLA-B44:02. The binding affinity (normalized) is 0.226. (5) The peptide sequence is QVQMLINTY. The MHC is HLA-A11:01 with pseudo-sequence HLA-A11:01. The binding affinity (normalized) is 0.238.